Dataset: NCI-60 drug combinations with 297,098 pairs across 59 cell lines. Task: Regression. Given two drug SMILES strings and cell line genomic features, predict the synergy score measuring deviation from expected non-interaction effect. Drug 1: CC1C(C(=O)NC(C(=O)N2CCCC2C(=O)N(CC(=O)N(C(C(=O)O1)C(C)C)C)C)C(C)C)NC(=O)C3=C4C(=C(C=C3)C)OC5=C(C(=O)C(=C(C5=N4)C(=O)NC6C(OC(=O)C(N(C(=O)CN(C(=O)C7CCCN7C(=O)C(NC6=O)C(C)C)C)C)C(C)C)C)N)C. Cell line: MCF7. Synergy scores: CSS=14.3, Synergy_ZIP=-0.739, Synergy_Bliss=5.09, Synergy_Loewe=-1.61, Synergy_HSA=3.76. Drug 2: C1=CC=C(C(=C1)C(C2=CC=C(C=C2)Cl)C(Cl)Cl)Cl.